From a dataset of Reaction yield outcomes from USPTO patents with 853,638 reactions. Predict the reaction yield, written as a fraction of the theoretical maximum amount of product (1.0 means a 100% yield; for example, 0.34 means a 34% yield). (1) No catalyst specified. The product is [CH3:21][O:20][C:18]([NH:1][C@@H:2]([CH:3]([CH3:5])[CH3:4])[C:6]([OH:8])=[O:7])=[O:19]. The yield is 0.670. The reactants are [NH2:1][C@H:2]([C:6]([OH:8])=[O:7])[CH:3]([CH3:5])[CH3:4].[OH-].[Na+].C(=O)([O-])[O-].[Na+].[Na+].Cl[C:18]([O:20][CH3:21])=[O:19]. (2) The reactants are CN1CCOCC1.[NH:8]([C:25]([O:27][C:28]([CH3:31])([CH3:30])[CH3:29])=[O:26])[C@H:9]([C:22](O)=[O:23])[CH2:10][C:11]1[CH:16]=[CH:15][C:14]([O:17][C:18]([CH3:21])([CH3:20])[CH3:19])=[CH:13][CH:12]=1.F[P-](F)(F)(F)(F)F.N1(O[P+](N(C)C)(N(C)C)N(C)C)C2C=CC=CC=2N=N1.[NH2:59][C@H:60]([C:68]([O:70][CH3:71])=[O:69])[CH2:61][CH2:62][CH2:63][NH:64][C:65](=[NH:67])[NH2:66]. The catalyst is CN(C=O)C. The product is [NH:8]([C:25]([O:27][C:28]([CH3:31])([CH3:30])[CH3:29])=[O:26])[C@H:9]([C:22]([NH:59][C@H:60]([C:68]([O:70][CH3:71])=[O:69])[CH2:61][CH2:62][CH2:63][NH:64][C:65](=[NH:66])[NH2:67])=[O:23])[CH2:10][C:11]1[CH:12]=[CH:13][C:14]([O:17][C:18]([CH3:21])([CH3:19])[CH3:20])=[CH:15][CH:16]=1. The yield is 1.00. (3) The reactants are C[O:2][C:3](=[O:38])[C@H:4]([NH:12][CH2:13][C:14]1[CH:19]=[CH:18][C:17]([C:20]2[O:24][N:23]=[C:22]([CH3:25])[C:21]=2[NH:26][C:27]([O:29][C@@H:30]([C:32]2[CH:37]=[CH:36][CH:35]=[CH:34][CH:33]=2)[CH3:31])=[O:28])=[CH:16][CH:15]=1)[CH2:5][C:6]1[CH:11]=[CH:10][CH:9]=[CH:8][CH:7]=1.C1COCC1.[Li+].[OH-].Cl. The catalyst is C(OCC)(=O)C. The product is [CH3:25][C:22]1[C:21]([NH:26][C:27]([O:29][C@@H:30]([C:32]2[CH:33]=[CH:34][CH:35]=[CH:36][CH:37]=2)[CH3:31])=[O:28])=[C:20]([C:17]2[CH:16]=[CH:15][C:14]([CH2:13][NH:12][C@H:4]([CH2:5][C:6]3[CH:7]=[CH:8][CH:9]=[CH:10][CH:11]=3)[C:3]([OH:38])=[O:2])=[CH:19][CH:18]=2)[O:24][N:23]=1. The yield is 0.120. (4) The reactants are [Cl:1][C:2]1[CH:18]=[CH:17][C:5]2[CH2:6][CH2:7][N:8]([C:11](=[O:16])[C:12]([F:15])([F:14])[F:13])[CH2:9][CH2:10][C:4]=2[C:3]=1OS(C(F)(F)F)(=O)=O.[F:27][C:28]([CH:34]([O:36][C:37]1[CH:44]=[CH:43][C:40]([CH2:41][NH2:42])=[CH:39][CH:38]=1)[CH3:35])([F:33])[C:29]([F:32])([F:31])[F:30]. The catalyst is C1(C)C=CC=CC=1. The product is [Cl:1][C:2]1[CH:18]=[CH:17][C:5]2[CH2:6][CH2:7][N:8]([C:11](=[O:16])[C:12]([F:13])([F:15])[F:14])[CH2:9][CH2:10][C:4]=2[C:3]=1[NH:42][CH2:41][C:40]1[CH:39]=[CH:38][C:37]([O:36][CH:34]([C:28]([F:27])([F:33])[C:29]([F:30])([F:31])[F:32])[CH3:35])=[CH:44][CH:43]=1. The yield is 0.990. (5) The reactants are [CH3:1][C:2]1[CH:7]=[C:6]([CH3:8])[CH:5]=[CH:4][C:3]=1[C:9]1[CH:18]=[CH:17][CH:16]=[C:15]2[C:10]=1[C:11](=[O:20])[C:12]([CH3:19])=[N:13][NH:14]2.Br[CH:22]([CH2:26][CH2:27][CH3:28])[CH2:23][CH2:24][CH3:25].[H-].[Na+]. The catalyst is CN1CCCC1. The product is [CH3:1][C:2]1[CH:7]=[C:6]([CH3:8])[CH:5]=[CH:4][C:3]=1[C:9]1[CH:18]=[CH:17][CH:16]=[C:15]2[C:10]=1[C:11](=[O:20])[C:12]([CH3:19])=[N:13][N:14]2[CH:22]([CH2:26][CH2:27][CH3:28])[CH2:23][CH2:24][CH3:25]. The yield is 0.750. (6) The reactants are [CH:1]1([C:7]2[C:8]3[CH:26]=[CH:25][C:24]([C:27]([NH:29][C:30]([CH3:36])([CH3:35])[C:31]([O:33]C)=[O:32])=[O:28])=[CH:23][C:9]=3[N:10]3[C:16]=2[C:15]2[CH:17]=[CH:18][C:19]([O:21][CH3:22])=[CH:20][C:14]=2[O:13][CH2:12][CH2:11]3)[CH2:6][CH2:5][CH2:4][CH2:3][CH2:2]1.[OH-].[Na+].Cl.O. The product is [CH:1]1([C:7]2[C:8]3[CH:26]=[CH:25][C:24]([C:27]([NH:29][C:30]([CH3:36])([CH3:35])[C:31]([OH:33])=[O:32])=[O:28])=[CH:23][C:9]=3[N:10]3[C:16]=2[C:15]2[CH:17]=[CH:18][C:19]([O:21][CH3:22])=[CH:20][C:14]=2[O:13][CH2:12][CH2:11]3)[CH2:2][CH2:3][CH2:4][CH2:5][CH2:6]1. The catalyst is O1CCCC1.CO. The yield is 0.890.